Dataset: Full USPTO retrosynthesis dataset with 1.9M reactions from patents (1976-2016). Task: Predict the reactants needed to synthesize the given product. (1) Given the product [NH2:20][C:16]1[CH:15]=[CH:14][CH:13]=[C:12]2[C:17]=1[CH:18]=[CH:19][N:10]([CH2:9][C:6]1[CH:7]=[N:8][C:3]([C:2]([F:25])([F:24])[F:1])=[CH:4][CH:5]=1)[C:11]2=[O:23], predict the reactants needed to synthesize it. The reactants are: [F:1][C:2]([F:25])([F:24])[C:3]1[N:8]=[CH:7][C:6]([CH2:9][N:10]2[CH:19]=[CH:18][C:17]3[C:12](=[CH:13][CH:14]=[CH:15][C:16]=3[N+:20]([O-])=O)[C:11]2=[O:23])=[CH:5][CH:4]=1. (2) Given the product [CH2:2]([Cl:1])[Cl:37].[CH3:23][OH:24].[NH4+:10].[OH-:36].[Cl:1][C:2]1[CH:3]=[CH:4][CH:5]=[C:6]2[C:11]=1[N:10]=[C:9]([C:12]1[CH:17]=[CH:16][CH:15]=[C:14]([F:18])[C:13]=1[F:19])[C:8]([C@@H:20]([NH2:22])[CH3:21])=[CH:7]2, predict the reactants needed to synthesize it. The reactants are: [Cl:1][C:2]1[CH:3]=[CH:4][CH:5]=[C:6]2[C:11]=1[N:10]=[C:9]([C:12]1[CH:17]=[CH:16][CH:15]=[C:14]([F:18])[C:13]=1[F:19])[C:8]([C@@H:20]([NH:22][C:23](C1C=CC=CC=1C(O)=O)=[O:24])[CH3:21])=[CH:7]2.C([OH:36])C.[ClH:37].C([O-])(O)=O.[Na+].